Dataset: Full USPTO retrosynthesis dataset with 1.9M reactions from patents (1976-2016). Task: Predict the reactants needed to synthesize the given product. Given the product [C:7](=[C:2]([CH:3]([CH2:5][OH:6])[OH:4])[OH:1])([CH3:12])[CH3:8], predict the reactants needed to synthesize it. The reactants are: [OH:1][CH2:2][CH:3]([CH2:5][OH:6])[OH:4].[C:7]1(C)[CH:12]=CC(S(O)(=O)=O)=C[CH:8]=1.C(=O)([O-])[O-].[K+].[K+].